From a dataset of Full USPTO retrosynthesis dataset with 1.9M reactions from patents (1976-2016). Predict the reactants needed to synthesize the given product. (1) Given the product [Si:34]([O:22][C@@H:5]1[C@H:6]2[N:7]=[C:8]([N:12]([CH2:20][CH3:21])[C:13](=[O:19])[O:14][C:15]([CH3:16])([CH3:17])[CH3:18])[S:9][C@H:10]2[O:11][C@H:3]([CH:2]([F:1])[F:24])[C@H:4]1[OH:23])([C:31]([CH3:33])([CH3:32])[CH3:30])([CH3:36])[CH3:35], predict the reactants needed to synthesize it. The reactants are: [F:1][CH:2]([F:24])[C@H:3]1[O:11][C@H:10]2[C@H:6]([N:7]=[C:8]([N:12]([CH2:20][CH3:21])[C:13](=[O:19])[O:14][C:15]([CH3:18])([CH3:17])[CH3:16])[S:9]2)[C@@H:5]([OH:22])[C@@H:4]1[OH:23].N1C=CN=C1.[CH3:30][C:31]([Si:34](Cl)([CH3:36])[CH3:35])([CH3:33])[CH3:32]. (2) Given the product [CH:1]1([NH:4][C:17]([C:15]2[CH:16]=[N:12][NH:13][CH:14]=2)=[O:18])[CH2:3][CH2:2]1, predict the reactants needed to synthesize it. The reactants are: [CH:1]1([NH2:4])[CH2:3][CH2:2]1.C(N(CC)CC)C.[NH:12]1[CH:16]=[C:15]([C:17](Cl)=[O:18])[CH:14]=[N:13]1. (3) The reactants are: [C:1]([O:5][C@@H:6]([C:11]1[C:40]([CH3:41])=[C:39](Br)[C:38]2=[N:43][C:35]3=[C:36](Br)[N:37]2[C:12]=1[N:13]1[CH2:50][CH2:49][C:16]([CH3:51])([O:17][CH2:18][CH2:19][CH2:20][CH2:21][C@H:22]([CH3:48])[O:23][C:24]2[CH:25]=[C:26]([CH3:47])[C:27]([F:46])=[CH:28][C:29]=2[C:30]2[CH:45]=[C:34]3[CH:33]=[CH:32][CH:31]=2)[CH2:15][CH2:14]1)[C:7]([O:9]C)=[O:8])([CH3:4])([CH3:3])[CH3:2].[CH3:52][S:53]([NH2:56])(=[O:55])=[O:54].C([O-])([O-])=O.[K+].[K+].O[Li].O. Given the product [C:1]([O:5][C@@H:6]([C:11]1[C:40]([CH3:41])=[C:39]([NH:56][S:53]([CH3:52])(=[O:55])=[O:54])[C:38]2=[N:43][C:35]3=[CH:36][N:37]2[C:12]=1[N:13]1[CH2:50][CH2:49][C:16]([CH3:51])([O:17][CH2:18][CH2:19][CH2:20][CH2:21][C@H:22]([CH3:48])[O:23][C:24]2[CH:25]=[C:26]([CH3:47])[C:27]([F:46])=[CH:28][C:29]=2[C:30]2[CH:45]=[C:34]3[CH:33]=[CH:32][CH:31]=2)[CH2:15][CH2:14]1)[C:7]([OH:9])=[O:8])([CH3:2])([CH3:3])[CH3:4], predict the reactants needed to synthesize it. (4) The reactants are: [S:1]([Cl:5])(=[O:4])(=[O:3])O.C(Cl)Cl.[C:9]1([C:15]2[CH:20]=[CH:19][CH:18]=[CH:17][CH:16]=2)[CH:14]=[CH:13][CH:12]=[CH:11][CH:10]=1.C(Cl)(Cl)Cl. Given the product [C:9]1([C:15]2[CH:16]=[CH:17][C:18]([S:1]([Cl:5])(=[O:4])=[O:3])=[CH:19][CH:20]=2)[CH:14]=[CH:13][C:12]([S:1]([Cl:5])(=[O:4])=[O:3])=[CH:11][CH:10]=1, predict the reactants needed to synthesize it. (5) Given the product [CH2:1]([O:8][C:9]([N:11]1[CH2:16][CH2:15][CH:14]([CH2:17][NH:18][C:19]2[C:42]3[N:46]=[CH:23][NH:47][C:41]=3[CH:40]=[CH:45][CH:44]=2)[CH2:13][CH2:12]1)=[O:10])[C:2]1[CH:7]=[CH:6][CH:5]=[CH:4][CH:3]=1, predict the reactants needed to synthesize it. The reactants are: [CH2:1]([O:8][C:9]([N:11]1[CH2:16][CH2:15][CH:14]([C:17](=O)[N:18](OC)[CH3:19])[CH2:13][CH2:12]1)=[O:10])[C:2]1[CH:7]=[CH:6][CH:5]=[CH:4][CH:3]=1.[C:23](O[BH-](OC(=O)C)OC(=O)C)(=O)C.[Na+].[H][H].N[C:40]1[CH:45]=[CH:44]N=[C:42]([NH2:46])[C:41]=1[NH2:47].Cl.[OH-].[Na+]. (6) Given the product [F:21][C:22]1[C:31]2[C:26](=[CH:27][CH:28]=[CH:29][CH:30]=2)[C:25]([C:32]([NH:1][CH:2]([CH2:10][C:11]2[CH:16]=[CH:15][C:14]([C:17]([F:20])([F:18])[F:19])=[CH:13][CH:12]=2)[CH:3]([C:5]2[CH:9]=[CH:8][O:7][CH:6]=2)[OH:4])=[O:33])=[CH:24][CH:23]=1, predict the reactants needed to synthesize it. The reactants are: [NH2:1][CH:2]([CH2:10][C:11]1[CH:16]=[CH:15][C:14]([C:17]([F:20])([F:19])[F:18])=[CH:13][CH:12]=1)[CH:3]([C:5]1[CH:9]=[CH:8][O:7][CH:6]=1)[OH:4].[F:21][C:22]1[C:31]2[C:26](=[CH:27][CH:28]=[CH:29][CH:30]=2)[C:25]([C:32](O)=[O:33])=[CH:24][CH:23]=1.Cl.C(N=C=NCCCN(C)C)C.ON1C2C=CC=CC=2N=N1. (7) Given the product [CH3:28][CH2:27][O:26][C:24]([C:20]([C:18]1[CH:17]=[CH:16][C:15]([O:29][CH3:30])=[C:14]([CH2:3][C:4]([O:6][CH2:7][C:8]2[CH:9]=[CH:10][CH:11]=[CH:12][CH:13]=2)=[O:5])[CH:19]=1)=[CH:21][CH2:22][CH3:23])=[O:25], predict the reactants needed to synthesize it. The reactants are: CS[CH:3]([C:14]1[CH:19]=[C:18]([C:20]([C:24]([O:26][CH2:27][CH3:28])=[O:25])=[CH:21][CH2:22][CH3:23])[CH:17]=[CH:16][C:15]=1[O:29][CH3:30])[C:4]([O:6][CH2:7][C:8]1[CH:13]=[CH:12][CH:11]=[CH:10][CH:9]=1)=[O:5]. (8) Given the product [F:31][C:29]([F:30])([F:32])[C:27]1[CH:28]=[C:23]([CH:24]=[C:25]([C:33]([F:36])([F:35])[F:34])[CH:26]=1)[CH2:22][N:15]([C:16]1[N:17]=[N:18][N:19]([CH3:21])[N:20]=1)[C@H:11]1[CH2:12][CH2:13][CH2:14][N:8]([CH2:7][CH2:6][C:5]([CH3:47])([CH3:48])[CH2:4][C:3]([OH:49])=[O:2])[C:9]2[C:40]([CH3:41])=[C:39]([C:42]([F:43])([F:44])[F:45])[C:38]([CH3:46])=[CH:37][C:10]1=2, predict the reactants needed to synthesize it. The reactants are: C[O:2][C:3](=[O:49])[CH2:4][C:5]([CH3:48])([CH3:47])[CH2:6][CH2:7][N:8]1[CH2:14][CH2:13][CH2:12][C@H:11]([N:15]([CH2:22][C:23]2[CH:28]=[C:27]([C:29]([F:32])([F:31])[F:30])[CH:26]=[C:25]([C:33]([F:36])([F:35])[F:34])[CH:24]=2)[C:16]2[N:17]=[N:18][N:19]([CH3:21])[N:20]=2)[C:10]2[CH:37]=[C:38]([CH3:46])[C:39]([C:42]([F:45])([F:44])[F:43])=[C:40]([CH3:41])[C:9]1=2. (9) Given the product [Cl:23][C:20]1[CH:21]=[CH:22][C:2]2[N:1]=[C:14]([N:28]3[CH2:29][CH2:30][N:25]([CH3:24])[CH2:26][CH2:27]3)[C:6]3[C:7]4[CH:13]=[CH:12][CH:11]=[CH:10][C:8]=4[S:9][C:5]=3[NH:4][C:3]=2[CH:19]=1, predict the reactants needed to synthesize it. The reactants are: [NH2:1][C:2]1[CH:22]=[CH:21][C:20]([Cl:23])=[CH:19][C:3]=1[NH:4][C:5]1[S:9][C:8]2[CH:10]=[CH:11][CH:12]=[CH:13][C:7]=2[C:6]=1[C:14](OCC)=O.[CH3:24][N:25]1[CH2:30][CH2:29][NH:28][CH2:27][CH2:26]1.